From a dataset of Forward reaction prediction with 1.9M reactions from USPTO patents (1976-2016). Predict the product of the given reaction. (1) Given the reactants [NH2:1][C:2]1[CH:7]=[CH:6][CH:5]=[CH:4][CH:3]=1.Cl[CH2:9][C:10]([N:12]1[CH2:17][CH2:16][CH:15]([CH2:18][C:19]2[CH:24]=[CH:23][CH:22]=[CH:21][CH:20]=2)[CH2:14][CH2:13]1)=[O:11], predict the reaction product. The product is: [CH2:18]([CH:15]1[CH2:14][CH2:13][N:12]([C:10](=[O:11])[CH2:9][NH:1][C:2]2[CH:7]=[CH:6][CH:5]=[CH:4][CH:3]=2)[CH2:17][CH2:16]1)[C:19]1[CH:24]=[CH:23][CH:22]=[CH:21][CH:20]=1. (2) Given the reactants [CH3:1][O:2][C:3]([C:5]1[C:10]([NH2:11])=[N:9][CH:8]=[C:7]([CH:12]2[CH2:16][CH2:15][O:14][CH2:13]2)[N:6]=1)=[O:4].Br[C:18]1[CH:19]=[N:20][CH:21]=[N:22][CH:23]=1.C(=O)([O-])[O-].[K+].[K+].O.CC1(C)C2C(=C(P(C3C=CC=CC=3)C3C=CC=CC=3)C=CC=2)OC2C(P(C3C=CC=CC=3)C3C=CC=CC=3)=CC=CC1=2, predict the reaction product. The product is: [CH3:1][O:2][C:3]([C:5]1[C:10]([NH:11][C:18]2[CH:19]=[N:20][CH:21]=[N:22][CH:23]=2)=[N:9][CH:8]=[C:7]([CH:12]2[CH2:16][CH2:15][O:14][CH2:13]2)[N:6]=1)=[O:4]. (3) Given the reactants Cl[C:2]1[CH:11]=[CH:10][C:9]2[C:4](=[C:5]([C:15]3[C:24]4[C:19](=[CH:20][CH:21]=[CH:22][CH:23]=4)[CH:18]=[CH:17][CH:16]=3)[CH:6]=[C:7]([N+:12]([O-:14])=[O:13])[CH:8]=2)[N:3]=1.[CH:25]([P:27](=[O:34])([O:31][CH2:32][CH3:33])[O:28][CH2:29][CH3:30])=[CH2:26].CCN(CC)CC.C1(C)C=CC=CC=1P(C1C=CC=CC=1C)C1C=CC=CC=1C, predict the reaction product. The product is: [CH2:29]([O:28][P:27](/[CH:25]=[CH:26]/[C:2]1[CH:11]=[CH:10][C:9]2[C:4](=[C:5]([C:15]3[C:24]4[C:19](=[CH:20][CH:21]=[CH:22][CH:23]=4)[CH:18]=[CH:17][CH:16]=3)[CH:6]=[C:7]([N+:12]([O-:14])=[O:13])[CH:8]=2)[N:3]=1)(=[O:34])[O:31][CH2:32][CH3:33])[CH3:30]. (4) Given the reactants I[C:2]1[S:6][C:5]([NH:7][C:8](=[O:10])[CH3:9])=[N:4][C:3]=1[CH3:11].[CH:12]([C:14]1[S:18][C:17](C2SC(NC(=O)C)=NC=2C)=[CH:16][CH:15]=1)=[O:13].[F-].[K+].CC1(C)C(C)(C)OB([C:39]2[S:43][C:42]([C:44]([O:46][CH3:47])=[O:45])=[CH:41][CH:40]=2)O1.C(NCC1SC(C2SC(N[C:65](=[O:67])C)=NC=2C)=CC=1)C=C, predict the reaction product. The product is: [C:8]([NH:7][C:5]1[S:6][C:2]([C:39]2[S:43][C:42]([C:44]([O:46][CH3:47])=[O:45])=[CH:41][CH:40]=2)=[C:3]([CH3:11])[N:4]=1)(=[O:10])[CH3:9].[CH3:65][O:67][C:12]([C:14]1[S:18][C:17]([C:39]2[S:43][C:42]([C:44]([O:46][CH3:47])=[O:45])=[CH:41][CH:40]=2)=[CH:16][CH:15]=1)=[O:13]. (5) Given the reactants [CH2:1]([O:5][C:6]([N:8]1[CH2:13][CH2:12][N:11]([C:14](=[O:27])[CH2:15][NH:16]C(OCC2C=CC=CC=2)=O)[CH2:10][CH2:9]1)=[O:7])[CH2:2][CH2:3][CH3:4], predict the reaction product. The product is: [CH2:1]([O:5][C:6]([N:8]1[CH2:9][CH2:10][N:11]([C:14](=[O:27])[CH2:15][NH2:16])[CH2:12][CH2:13]1)=[O:7])[CH2:2][CH2:3][CH3:4]. (6) The product is: [F:35][C:34]([F:37])([F:36])[CH2:33][O:21][C:17]1[CH:18]=[C:19]2[C:14]([CH:13]=[CH:12][C:11]([O:10][C:9]3[C:4]([NH2:3])=[N:5][CH:6]=[CH:7][CH:8]=3)=[CH:20]2)=[CH:15][CH:16]=1. Given the reactants [H-].[Na+].[NH2:3][C:4]1[C:9]([O:10][C:11]2[CH:20]=[C:19]3[C:14]([CH:15]=[CH:16][C:17]([OH:21])=[CH:18]3)=[CH:13][CH:12]=2)=[CH:8][CH:7]=[CH:6][N:5]=1.CC1C=CC(S(O[CH2:33][C:34]([F:37])([F:36])[F:35])(=O)=O)=CC=1.[Cl-].[NH4+], predict the reaction product. (7) Given the reactants [H-].C([Al+]CC(C)C)C(C)C.[O:11]=[C:12]1[C:16]2([CH2:21][CH2:20][N:19]([C:22]([O:24][C:25]([CH3:28])([CH3:27])[CH3:26])=[O:23])[CH2:18][CH2:17]2)[CH2:15][CH2:14][O:13]1.O, predict the reaction product. The product is: [OH:13][CH2:14][CH2:15][C:16]1([CH2:12][OH:11])[CH2:21][CH2:20][N:19]([C:22]([O:24][C:25]([CH3:26])([CH3:28])[CH3:27])=[O:23])[CH2:18][CH2:17]1. (8) Given the reactants [Cl:1][CH:2]([F:19])[C:3]([F:18])([F:17])[O:4][C:5]1[CH:6]=[CH:7][C:8]([CH3:16])=[C:9]([CH:15]=1)[C:10]([O:12][CH2:13][CH3:14])=[O:11].[Br:20]N1C(=O)CCC1=O.C(OOC(=O)C1C=CC=CC=1)(=O)C1C=CC=CC=1, predict the reaction product. The product is: [Br:20][CH2:16][C:8]1[CH:7]=[CH:6][C:5]([O:4][C:3]([F:17])([F:18])[CH:2]([Cl:1])[F:19])=[CH:15][C:9]=1[C:10]([O:12][CH2:13][CH3:14])=[O:11]. (9) Given the reactants Br[C:2]1[CH:7]=[CH:6][C:5]([Br:8])=[CH:4][N:3]=1.[C:9]1([C:18]2[CH:23]=[CH:22][CH:21]=[CH:20][CH:19]=2)[CH:14]=[CH:13][CH:12]=[C:11](B(O)O)[CH:10]=1.C1(P(C2C=CC=CC=2)C2C=CC=CC=2)C=CC=CC=1.C(=O)([O-])[O-].[Na+].[Na+], predict the reaction product. The product is: [C:9]1([C:18]2[CH:19]=[CH:20][CH:21]=[CH:22][CH:23]=2)[CH:14]=[CH:13][CH:12]=[C:11]([C:2]2[CH:7]=[CH:6][C:5]([Br:8])=[CH:4][N:3]=2)[CH:10]=1.